Predict the reactants needed to synthesize the given product. From a dataset of Full USPTO retrosynthesis dataset with 1.9M reactions from patents (1976-2016). (1) Given the product [CH3:3][O:4][CH2:5][C:6]1([C:12]([O:14][CH3:15])=[O:13])[CH2:11][CH2:10][CH2:9][CH2:8][CH2:7]1, predict the reactants needed to synthesize it. The reactants are: BrC[CH2:3][O:4][CH3:5].[CH:6]1([C:12]([O:14][CH3:15])=[O:13])[CH2:11][CH2:10][CH2:9][CH2:8][CH2:7]1. (2) Given the product [NH2:1][CH2:4][CH2:5][O:6][C:7]1[N:16]=[C:15]([NH:17][CH2:18][C:19]2[CH:24]=[CH:23][C:22]([C:25]([F:27])([F:26])[F:28])=[CH:21][CH:20]=2)[C:14]2[C:9](=[CH:10][CH:11]=[C:12]([CH:29]([C:37]3[CH:38]=[CH:39][C:40]([Cl:43])=[CH:41][CH:42]=3)[C:30]3[CH:35]=[CH:34][C:33]([Cl:36])=[CH:32][CH:31]=3)[CH:13]=2)[N:8]=1, predict the reactants needed to synthesize it. The reactants are: [N:1]([CH2:4][CH2:5][O:6][C:7]1[N:16]=[C:15]([NH:17][CH2:18][C:19]2[CH:24]=[CH:23][C:22]([C:25]([F:28])([F:27])[F:26])=[CH:21][CH:20]=2)[C:14]2[C:9](=[CH:10][CH:11]=[C:12]([CH:29]([C:37]3[CH:42]=[CH:41][C:40]([Cl:43])=[CH:39][CH:38]=3)[C:30]3[CH:35]=[CH:34][C:33]([Cl:36])=[CH:32][CH:31]=3)[CH:13]=2)[N:8]=1)=[N+]=[N-].C1(P(C2C=CC=CC=2)C2C=CC=CC=2)C=CC=CC=1. (3) Given the product [Br:1][C:2]1[C:7]([Cl:8])=[C:6]([CH2:9][Br:36])[CH:5]=[CH:4][C:3]=1[Cl:10], predict the reactants needed to synthesize it. The reactants are: [Br:1][C:2]1[C:7]([Cl:8])=[C:6]([CH3:9])[CH:5]=[CH:4][C:3]=1[Cl:10].C(OOC(=O)C1C=CC=CC=1)(=O)C1C=CC=CC=1.C1C(=O)N([Br:36])C(=O)C1. (4) Given the product [F:8][C:9]1[CH:14]=[CH:13][C:12]([C:15]2[O:16][C:17]3[CH:27]=[C:26]([N:28]([CH3:33])[S:29]([CH3:32])(=[O:30])=[O:31])[C:25]([CH:34]4[CH2:38][NH:37][C@H:36]([C:46]([O:48][CH3:49])=[O:47])[CH2:35]4)=[CH:24][C:18]=3[C:19]=2[C:20](=[O:23])[NH:21][CH3:22])=[CH:11][CH:10]=1, predict the reactants needed to synthesize it. The reactants are: C(O)(C(F)(F)F)=O.[F:8][C:9]1[CH:14]=[CH:13][C:12]([C:15]2[O:16][C:17]3[CH:27]=[C:26]([N:28]([CH3:33])[S:29]([CH3:32])(=[O:31])=[O:30])[C:25]([CH:34]4[CH2:38][N:37](C(OC(C)(C)C)=O)[C@H:36]([C:46]([O:48][CH3:49])=[O:47])[CH2:35]4)=[CH:24][C:18]=3[C:19]=2[C:20](=[O:23])[NH:21][CH3:22])=[CH:11][CH:10]=1. (5) The reactants are: I[C:2]1[C:7]([C:8]([F:11])([F:10])[F:9])=[CH:6][N:5]=[C:4]([S:12][CH3:13])[N:3]=1.C1(P(C2C=CC=CC=2)C2C=CC=CC=2)C=CC=CC=1.[C:33]([C:35]1[CH:40]=[CH:39][CH:38]=[CH:37][C:36]=1[CH2:41][C:42]([O:44][CH3:45])=[O:43])#[CH:34]. Given the product [CH3:13][S:12][C:4]1[N:3]=[C:2]([C:34]#[C:33][C:35]2[CH:40]=[CH:39][CH:38]=[CH:37][C:36]=2[CH2:41][C:42]([O:44][CH3:45])=[O:43])[C:7]([C:8]([F:11])([F:10])[F:9])=[CH:6][N:5]=1, predict the reactants needed to synthesize it. (6) Given the product [Br:1][C:2]1[CH:7]=[CH:6][C:5]2[N:8]=[C:31]([CH3:32])[N:18]([C@@H:19]3[CH2:23][CH2:22][N:21]([C:24]([O:26][C:27]([CH3:30])([CH3:29])[CH3:28])=[O:25])[CH2:20]3)[C:4]=2[CH:3]=1, predict the reactants needed to synthesize it. The reactants are: [Br:1][C:2]1[CH:7]=[CH:6][C:5]([N+:8]([O-])=O)=[C:4](F)[CH:3]=1.C([O-])([O-])=O.[Cs+].[Cs+].[NH2:18][C@@H:19]1[CH2:23][CH2:22][N:21]([C:24]([O:26][C:27]([CH3:30])([CH3:29])[CH3:28])=[O:25])[CH2:20]1.[CH3:31][C:32](OCC)(OCC)OCC. (7) Given the product [CH3:40][O:37][C:35]([C:36]1[N:14]([CH2:13][CH:18]=[O:19])[CH:23]=[C:10]([C:8](=[O:9])[NH:7][CH2:6][C:5]2[CH:33]=[CH:34][C:2]([F:1])=[CH:3][CH:4]=2)[C:11](=[O:32])[C:12]=1[O:24][CH2:25][C:26]1[CH:27]=[CH:28][CH:29]=[CH:30][CH:31]=1)=[O:38], predict the reactants needed to synthesize it. The reactants are: [F:1][C:2]1[CH:34]=[CH:33][C:5]([CH2:6][NH:7][C:8]([C:10]2[C:11](=[O:32])[C:12]([O:24][CH2:25][C:26]3[CH:31]=[CH:30][CH:29]=[CH:28][CH:27]=3)=[C:13]3[C:18](=[O:19])N(CCC)C=C[N:14]3[CH:23]=2)=[O:9])=[CH:4][CH:3]=1.[C:35]([OH:38])(=[O:37])[CH3:36].Cl[CH2:40]Cl.